This data is from Catalyst prediction with 721,799 reactions and 888 catalyst types from USPTO. The task is: Predict which catalyst facilitates the given reaction. Reactant: [CH2:1]([O:4][C:5]1[CH:10]=[CH:9][C:8]([CH2:11][CH2:12][C:13]([OH:15])=O)=[CH:7][CH:6]=1)[CH:2]=[CH2:3].S(Cl)([Cl:18])=O. Product: [CH2:1]([O:4][C:5]1[CH:10]=[CH:9][C:8]([CH2:11][CH2:12][C:13]([Cl:18])=[O:15])=[CH:7][CH:6]=1)[CH:2]=[CH2:3]. The catalyst class is: 4.